Predict the reaction yield, written as a fraction of the theoretical maximum amount of product (1.0 means a 100% yield; for example, 0.34 means a 34% yield). From a dataset of Reaction yield outcomes from USPTO patents with 853,638 reactions. (1) The reactants are [CH3:1][C:2]1[CH:3]([C:10]2[CH:17]=[CH:16][CH:15]=[CH:14][C:11]=2[CH:12]=O)[C:4]([CH3:9])=[C:5]([CH3:8])[C:6]=1[CH3:7].C(O)(=O)C.[CH3:22][C:23]1[CH:29]=[C:28]([CH3:30])[CH:27]=[C:26]([CH3:31])[C:24]=1[NH2:25]. The catalyst is C(O)C. The product is [CH3:1][C:2]1[CH:3]([C:10]2[CH:17]=[CH:16][CH:15]=[CH:14][C:11]=2[CH:12]=[N:25][C:24]2[C:26]([CH3:31])=[CH:27][C:28]([CH3:30])=[CH:29][C:23]=2[CH3:22])[C:4]([CH3:9])=[C:5]([CH3:8])[C:6]=1[CH3:7]. The yield is 1.00. (2) The catalyst is ClCCl. The yield is 0.590. The reactants are CO[CH2:3][C:4]1[CH:5]=[C:6]([N:10]([CH2:18][C:19]2[CH:24]=[CH:23][CH:22]=[C:21]([O:25][C:26]([F:31])([F:30])[CH:27]([F:29])[F:28])[CH:20]=2)[CH2:11][CH:12]([OH:17])[C:13]([F:16])([F:15])[F:14])[CH:7]=[CH:8][CH:9]=1.B(Br)(Br)[Br:33].COC. The product is [Br:33][CH2:3][C:4]1[CH:5]=[C:6]([N:10]([CH2:18][C:19]2[CH:24]=[CH:23][CH:22]=[C:21]([O:25][C:26]([F:31])([F:30])[CH:27]([F:29])[F:28])[CH:20]=2)[CH2:11][CH:12]([OH:17])[C:13]([F:16])([F:15])[F:14])[CH:7]=[CH:8][CH:9]=1.